This data is from Reaction yield outcomes from USPTO patents with 853,638 reactions. The task is: Predict the reaction yield, written as a fraction of the theoretical maximum amount of product (1.0 means a 100% yield; for example, 0.34 means a 34% yield). (1) The catalyst is C(Cl)Cl. The yield is 0.470. The reactants are O(S(C(F)(F)F)(=O)=O)S(C(F)(F)F)(=O)=O.[CH2:16]([O:23][N:24]1[C:30](=[O:31])[N:29]2[CH2:32][C@H:25]1[CH2:26][CH2:27][C@H:28]2[C:33]([NH:35][NH:36][C:37](=[O:41])[C:38]([NH2:40])=[O:39])=O)[C:17]1[CH:22]=[CH:21][CH:20]=[CH:19][CH:18]=1.N1C=CC=CC=1. The product is [CH2:16]([O:23][N:24]1[C:30](=[O:31])[N:29]2[CH2:32][C@H:25]1[CH2:26][CH2:27][C@H:28]2[C:33]1[O:41][C:37]([C:38]([NH2:40])=[O:39])=[N:36][N:35]=1)[C:17]1[CH:22]=[CH:21][CH:20]=[CH:19][CH:18]=1. (2) The reactants are S(Cl)(Cl)=O.[Br:5][CH2:6][C@@:7]([OH:12])([CH3:11])[C:8](O)=[O:9].CCN(CC)CC.[NH2:20][C:21]1[CH:22]=[CH:23][C:24]([C:31]#[N:32])=[C:25]([C:27]([F:30])([F:29])[F:28])[CH:26]=1. The catalyst is C1COCC1.O. The product is [Br:5][CH2:6][C@@:7]([OH:12])([CH3:11])[C:8]([NH:20][C:21]1[CH:22]=[CH:23][C:24]([C:31]#[N:32])=[C:25]([C:27]([F:28])([F:29])[F:30])[CH:26]=1)=[O:9]. The yield is 0.739.